Predict the reactants needed to synthesize the given product. From a dataset of Full USPTO retrosynthesis dataset with 1.9M reactions from patents (1976-2016). (1) Given the product [Cl:17][C:18]1[CH:23]=[C:22]([C:8]2[CH:9]=[C:10]3[C:14](=[CH:15][CH:16]=2)[NH:13][CH:12]=[CH:11]3)[CH:21]=[CH:20][CH:19]=1, predict the reactants needed to synthesize it. The reactants are: C([O-])([O-])=O.[Na+].[Na+].Br[C:8]1[CH:9]=[C:10]2[C:14](=[CH:15][CH:16]=1)[NH:13][CH:12]=[CH:11]2.[Cl:17][C:18]1[CH:19]=[C:20](B(O)O)[CH:21]=[CH:22][CH:23]=1.CCO.O. (2) Given the product [Cl:13][C:10]1[C:9]2[C:4](=[CH:5][C:6]([F:15])=[CH:7][C:8]=2[F:14])[N:3]=[C:2]([C:21]2[CH:22]=[CH:23][CH:24]=[C:25]3[C:20]=2[CH:19]=[CH:18][N:17]3[CH3:16])[C:11]=1[CH3:12], predict the reactants needed to synthesize it. The reactants are: Cl[C:2]1[C:11]([CH3:12])=[C:10]([Cl:13])[C:9]2[C:4](=[CH:5][C:6]([F:15])=[CH:7][C:8]=2[F:14])[N:3]=1.[CH3:16][N:17]1[C:25]2[C:20](=[C:21](B3OC(C)(C)C(C)(C)O3)[CH:22]=[CH:23][CH:24]=2)[CH:19]=[CH:18]1.C(=O)([O-])[O-].[K+].[K+]. (3) Given the product [F:31][C:30]1[C:25]([O:1][C:2]2[CH:3]=[CH:4][C:5]3[N:9]=[C:8]([CH2:10][O:11][C:12]4[CH:13]=[C:14]([CH:19]=[CH:20][CH:21]=4)[C:15]([O:17][CH3:18])=[O:16])[N:7]([CH3:22])[C:6]=3[CH:23]=2)=[N:26][C:27]([F:32])=[CH:28][CH:29]=1, predict the reactants needed to synthesize it. The reactants are: [OH:1][C:2]1[CH:3]=[CH:4][C:5]2[N:9]=[C:8]([CH2:10][O:11][C:12]3[CH:13]=[C:14]([CH:19]=[CH:20][CH:21]=3)[C:15]([O:17][CH3:18])=[O:16])[N:7]([CH3:22])[C:6]=2[CH:23]=1.F[C:25]1[C:30]([F:31])=[CH:29][CH:28]=[C:27]([F:32])[N:26]=1.N1C2C(=CC=C3C=2N=CC=C3)C=CC=1.C(=O)([O-])[O-].[Cs+].[Cs+]. (4) The reactants are: [Cl:1][C:2]1[C:7]([CH2:8][CH:9]([OH:12])[CH2:10][OH:11])=[C:6]([N:13]([C:21]2[CH:26]=[CH:25][C:24]([O:27][CH2:28][CH3:29])=[CH:23][CH:22]=2)[C:14](=[O:20])[O:15][C:16]([CH3:19])([CH3:18])[CH3:17])[N:5]2[N:30]=[CH:31][CH:32]=[C:4]2[N:3]=1.C(N(CC)CC)C.[C:40]([Si:44](Cl)([CH3:46])[CH3:45])([CH3:43])([CH3:42])[CH3:41].Cl. Given the product [Si:44]([O:11][CH2:10][CH:9]([OH:12])[CH2:8][C:7]1[C:2]([Cl:1])=[N:3][C:4]2[N:5]([N:30]=[CH:31][CH:32]=2)[C:6]=1[N:13]([C:21]1[CH:22]=[CH:23][C:24]([O:27][CH2:28][CH3:29])=[CH:25][CH:26]=1)[C:14](=[O:20])[O:15][C:16]([CH3:18])([CH3:17])[CH3:19])([C:40]([CH3:43])([CH3:42])[CH3:41])([CH3:46])[CH3:45], predict the reactants needed to synthesize it. (5) Given the product [Cl:1][C:2]1[CH:11]=[C:10]2[C:5]([C:6]([N:12]3[CH2:17][CH2:16][N:15]([C:18]([NH:20][CH:21]4[CH2:27][CH2:26][CH2:25][CH2:24][C:23](=[O:28])[CH2:22]4)=[O:19])[CH2:14][CH2:13]3)=[CH:7][CH:8]=[N:9]2)=[CH:4][CH:3]=1, predict the reactants needed to synthesize it. The reactants are: [Cl:1][C:2]1[CH:11]=[C:10]2[C:5]([C:6]([N:12]3[CH2:17][CH2:16][N:15]([C:18]([NH:20][CH:21]4[CH2:27][CH2:26][CH2:25][CH2:24][CH:23]([OH:28])[CH2:22]4)=[O:19])[CH2:14][CH2:13]3)=[CH:7][CH:8]=[N:9]2)=[CH:4][CH:3]=1.CC(OI1(OC(C)=O)(OC(C)=O)OC(=O)C2C=CC=CC1=2)=O. (6) Given the product [CH2:32]([N:40]1[C:21]([CH2:19][CH3:20])=[N:38][C:37]2[C:41]1=[N:42][CH:34]=[N:35][C:36]=2[C:2]1[C:3]([CH3:8])=[CH:4][C:5]([CH3:7])=[CH:6][C:1]=1[CH3:11])[C:23]1[CH:24]=[CH:25][CH:26]=[CH:27][CH:28]=1, predict the reactants needed to synthesize it. The reactants are: [C:1]1([CH3:11])[CH:6]=[C:5]([CH3:7])[CH:4]=[C:3]([CH3:8])[C:2]=1[Mg]Br.[H-].C([Al+]C[CH:19]([CH3:21])[CH3:20])C(C)C.[Cl-].[C:23]1([CH3:32])[CH:28]=[C:27](C)[CH:26]=[C:25](C)[C:24]=1[Zn+].Cl[C:34]1[N:42]=[C:41]2[C:37]([NH:38]C=[N:40]2)=[CH:36][N:35]=1.Cl. (7) Given the product [CH2:1]([O:8][CH2:9][CH2:10][CH2:11][CH2:12][C:13]1[S:22][C:16]2[N:17]=[CH:18][N:19]([CH2:33][C:31]([C:25]3[CH:26]=[CH:27][C:28]([F:30])=[CH:29][C:24]=3[F:23])([OH:32])[CH2:34][N:35]3[CH:39]=[N:38][CH:37]=[N:36]3)[C:20](=[O:21])[C:15]=2[CH:14]=1)[C:2]1[CH:3]=[CH:4][CH:5]=[CH:6][CH:7]=1, predict the reactants needed to synthesize it. The reactants are: [CH2:1]([O:8][CH2:9][CH2:10][CH2:11][CH2:12][C:13]1[S:22][C:16]2[N:17]=[CH:18][NH:19][C:20](=[O:21])[C:15]=2[CH:14]=1)[C:2]1[CH:7]=[CH:6][CH:5]=[CH:4][CH:3]=1.[F:23][C:24]1[CH:29]=[C:28]([F:30])[CH:27]=[CH:26][C:25]=1[C:31]1([CH2:34][N:35]2[CH:39]=[N:38][CH:37]=[N:36]2)[CH2:33][O:32]1.